Binary Classification. Given a T-cell receptor sequence (or CDR3 region) and an epitope sequence, predict whether binding occurs between them. From a dataset of TCR-epitope binding with 47,182 pairs between 192 epitopes and 23,139 TCRs. (1) The epitope is LLLGIGILV. The TCR CDR3 sequence is CASSQGPFREEAFF. Result: 1 (the TCR binds to the epitope). (2) The epitope is TPRVTGGGAM. The TCR CDR3 sequence is CASSRRGESSYNEQFF. Result: 1 (the TCR binds to the epitope). (3) The epitope is SEISMDNSPNL. The TCR CDR3 sequence is CASSLGRLAGGQETQYF. Result: 0 (the TCR does not bind to the epitope). (4) The epitope is TPQDLNTML. The TCR CDR3 sequence is CASGLGANTIYF. Result: 1 (the TCR binds to the epitope).